This data is from Forward reaction prediction with 1.9M reactions from USPTO patents (1976-2016). The task is: Predict the product of the given reaction. Given the reactants [O:1]=[C:2]1[C:7]([CH2:8][C:9]2[CH:14]=[CH:13][C:12]([C:15]3[C:16]([C:21]#[N:22])=[CH:17][CH:18]=[CH:19][CH:20]=3)=[CH:11][CH:10]=2)=[C:6]([CH2:23][CH2:24][CH3:25])[N:5]2[N:26]=[CH:27][N:28]=[C:4]2[NH:3]1.Br[CH2:30][CH2:31][O:32][Si:33]([C:36]([CH3:39])([CH3:38])[CH3:37])([CH3:35])[CH3:34].C(=O)([O-])[O-].[K+].[K+].[I-].[Na+], predict the reaction product. The product is: [Si:33]([O:32][CH2:31][CH2:30][N:3]1[C:2](=[O:1])[C:7]([CH2:8][C:9]2[CH:10]=[CH:11][C:12]([C:15]3[C:16]([C:21]#[N:22])=[CH:17][CH:18]=[CH:19][CH:20]=3)=[CH:13][CH:14]=2)=[C:6]([CH2:23][CH2:24][CH3:25])[N:5]2[N:26]=[CH:27][N:28]=[C:4]12)([C:36]([CH3:39])([CH3:38])[CH3:37])([CH3:35])[CH3:34].